This data is from TCR-epitope binding with 47,182 pairs between 192 epitopes and 23,139 TCRs. The task is: Binary Classification. Given a T-cell receptor sequence (or CDR3 region) and an epitope sequence, predict whether binding occurs between them. (1) The epitope is YLNTLTLAV. The TCR CDR3 sequence is CASMGVGEQYF. Result: 0 (the TCR does not bind to the epitope). (2) The epitope is VVYRGTTTY. The TCR CDR3 sequence is CASSLSGNNEQFF. Result: 1 (the TCR binds to the epitope).